This data is from Peptide-MHC class I binding affinity with 185,985 pairs from IEDB/IMGT. The task is: Regression. Given a peptide amino acid sequence and an MHC pseudo amino acid sequence, predict their binding affinity value. This is MHC class I binding data. The peptide sequence is IPCMDVVL. The MHC is HLA-B35:01 with pseudo-sequence HLA-B35:01. The binding affinity (normalized) is 0.104.